Dataset: Reaction yield outcomes from USPTO patents with 853,638 reactions. Task: Predict the reaction yield, written as a fraction of the theoretical maximum amount of product (1.0 means a 100% yield; for example, 0.34 means a 34% yield). (1) The reactants are [Br:1][C:2]1[CH:7]=[CH:6][C:5]([S:8](Cl)(=[O:10])=[O:9])=[CH:4][C:3]=1[F:12].[CH3:13][NH2:14]. No catalyst specified. The product is [Br:1][C:2]1[CH:7]=[CH:6][C:5]([S:8]([NH:14][CH3:13])(=[O:10])=[O:9])=[CH:4][C:3]=1[F:12]. The yield is 0.850. (2) The reactants are [CH2:1]([NH:8][CH2:9][CH2:10][OH:11])[C:2]1[CH:7]=[CH:6][CH:5]=[CH:4][CH:3]=1.ClC(=C)[C:14]#[N:15].O.[CH3:18][C:19](C)([O-])C.[K+]. The catalyst is O1CCCC1. The product is [CH2:1]([N:8]1[CH2:19][CH2:18][O:11][CH:10]([C:14]#[N:15])[CH2:9]1)[C:2]1[CH:7]=[CH:6][CH:5]=[CH:4][CH:3]=1. The yield is 0.650. (3) The reactants are [CH2:1]([N:3]1[C:11]2[C:6](=[CH:7][CH:8]=[C:9]([C:12]([F:15])([F:14])[F:13])[CH:10]=2)[C:5]([C:16]#[N:17])=[C:4]1[N:18]1[CH2:23][CH2:22][NH:21][CH2:20][CH2:19]1)[CH3:2].N1C=CC=CC=1.[CH:30]1([S:33](Cl)(=[O:35])=[O:34])[CH2:32][CH2:31]1. The catalyst is ClCCl. The product is [CH:30]1([S:33]([N:21]2[CH2:20][CH2:19][N:18]([C:4]3[N:3]([CH2:1][CH3:2])[C:11]4[C:6]([C:5]=3[C:16]#[N:17])=[CH:7][CH:8]=[C:9]([C:12]([F:14])([F:15])[F:13])[CH:10]=4)[CH2:23][CH2:22]2)(=[O:35])=[O:34])[CH2:32][CH2:31]1. The yield is 0.700. (4) The reactants are [CH3:1][O:2][C:3]1[CH:8]=[CH:7][C:6]([C:9]2[O:13][C:12]([CH3:15])([CH3:14])[C:11](=[O:16])[CH:10]=2)=[CH:5][CH:4]=1.C1C(=O)N([Br:24])C(=O)C1. The catalyst is C(Cl)(Cl)Cl.C(Cl)Cl. The product is [Br:24][C:10]1[C:11](=[O:16])[C:12]([CH3:14])([CH3:15])[O:13][C:9]=1[C:6]1[CH:5]=[CH:4][C:3]([O:2][CH3:1])=[CH:8][CH:7]=1. The yield is 0.650. (5) The reactants are [CH3:1][C:2]1([CH3:31])[NH:7][C:6](=[O:8])[C:5]2[S:9][C:10]([N:12]3[C:17]4[CH:18]=[C:19](B5OC(C)(C)C(C)(C)O5)[CH:20]=[CH:21][C:16]=4[O:15][CH2:14][CH2:13]3)=[N:11][C:4]=2[CH2:3]1.C(=O)([O-])[O-].[Na+].[Na+].I[C:39]1[CH:44]=[N:43][CH:42]=[CH:41][N:40]=1. The catalyst is C1COCC1.O.[Br-].C([N+](CCCC)(CCCC)CCCC)CCC. The product is [CH3:1][C:2]1([CH3:31])[NH:7][C:6](=[O:8])[C:5]2[S:9][C:10]([N:12]3[C:17]4[CH:18]=[C:19]([C:39]5[CH:44]=[N:43][CH:42]=[CH:41][N:40]=5)[CH:20]=[CH:21][C:16]=4[O:15][CH2:14][CH2:13]3)=[N:11][C:4]=2[CH2:3]1. The yield is 0.230. (6) The reactants are [Br:1][C:2]1[C:11]2[C:6](=[CH:7][CH:8]=[CH:9][CH:10]=2)[C:5]([C:12]2[NH:16][C:15]([CH:17]3[CH2:21][CH2:20][CH2:19][NH:18]3)=[N:14][CH:13]=2)=[CH:4][CH:3]=1.[CH3:22][O:23][C:24]([NH:26][CH:27]([CH:31]([CH3:33])[CH3:32])[C:28](O)=[O:29])=[O:25].CN(C(ON1N=NC2C=CC=NC1=2)=[N+](C)C)C.F[P-](F)(F)(F)(F)F.CN1CCOCC1. The catalyst is CN(C=O)C. The product is [CH3:22][O:23][C:24](=[O:25])[NH:26][CH:27]([C:28]([N:18]1[CH2:19][CH2:20][CH2:21][CH:17]1[C:15]1[NH:16][C:12]([C:5]2[C:6]3[C:11](=[CH:10][CH:9]=[CH:8][CH:7]=3)[C:2]([Br:1])=[CH:3][CH:4]=2)=[CH:13][N:14]=1)=[O:29])[CH:31]([CH3:33])[CH3:32]. The yield is 0.720.